From a dataset of Full USPTO retrosynthesis dataset with 1.9M reactions from patents (1976-2016). Predict the reactants needed to synthesize the given product. (1) Given the product [OH:9][C:10]1[N:14]([C:15]([CH3:23])([CH3:24])[CH2:16][C:17]2[CH:18]=[CH:19][CH:20]=[CH:21][CH:22]=2)[N:13]=[C:12]([CH:25]([CH3:26])[CH3:27])[C:11]=1[C:36]1[CH:37]=[CH:38][C:33]([C:31]([O:30][CH3:29])=[O:32])=[CH:34][CH:35]=1, predict the reactants needed to synthesize it. The reactants are: C([O:9][C:10]1[N:14]([C:15]([CH3:24])([CH3:23])[CH2:16][C:17]2[CH:22]=[CH:21][CH:20]=[CH:19][CH:18]=2)[N:13]=[C:12]([CH:25]([CH3:27])[CH3:26])[C:11]=1Br)(=O)C1C=CC=CC=1.[CH3:29][O:30][C:31]([C:33]1[CH:38]=[CH:37][C:36](B(O)O)=[CH:35][CH:34]=1)=[O:32].C(=O)([O-])[O-].[Na+].[Na+]. (2) Given the product [S:21]1[CH:24]=[CH:23][N:20]=[C:19]1[C:16]1[NH:17][C:18]2[C:14]([CH:15]=1)=[CH:13][CH:12]=[CH:11][C:10]=2[NH:9][S:6]([C:2]1[S:1][CH:5]=[CH:4][CH:3]=1)(=[O:7])=[O:8], predict the reactants needed to synthesize it. The reactants are: [S:1]1[CH:5]=[CH:4][CH:3]=[C:2]1[S:6]([NH:9][C:10]1[CH:11]=[CH:12][CH:13]=[C:14]2[C:18]=1[NH:17][C:16]([C:19](=[S:21])[NH2:20])=[CH:15]2)(=[O:8])=[O:7].Br[CH2:23][CH:24](OCC)OCC.C(O)C. (3) Given the product [CH2:1]([O:3][C:4]([C:6]1[C:14]2[C:9](=[CH:10][CH:11]=[C:12]([O:15][C:16]3[C:21]([C:22]#[N:23])=[CH:20][CH:19]=[C:18]([CH3:24])[N:17]=3)[CH:13]=2)[N:8]([C:25]2[CH:26]=[CH:27][C:28]([O:31][CH:32]([CH3:33])[CH3:34])=[CH:29][CH:30]=2)[C:7]=1[CH2:35][C:36]([OH:38])=[O:37])=[O:5])[CH3:2], predict the reactants needed to synthesize it. The reactants are: [CH2:1]([O:3][C:4]([C:6]1[C:14]2[C:9](=[CH:10][CH:11]=[C:12]([O:15][C:16]3[C:21]([C:22]#[N:23])=[CH:20][CH:19]=[C:18]([CH3:24])[N:17]=3)[CH:13]=2)[N:8]([C:25]2[CH:30]=[CH:29][C:28]([O:31][CH:32]([CH3:34])[CH3:33])=[CH:27][CH:26]=2)[C:7]=1[CH2:35][C:36]([O:38]CC)=[O:37])=[O:5])[CH3:2].[OH-].[Na+]. (4) Given the product [NH2:8][C:7]1[C:6]2=[CH:5][CH:4]=[C:3]([CH:9]3[CH2:10][N:11]([C:13]([O:15][CH2:16][C:17]4[CH:22]=[CH:21][CH:20]=[CH:19][CH:18]=4)=[O:14])[CH2:12]3)[N:2]2[N:1]=[CH:27][N:28]=1, predict the reactants needed to synthesize it. The reactants are: [NH2:1][N:2]1[C:6]([C:7]#[N:8])=[CH:5][CH:4]=[C:3]1[CH:9]1[CH2:12][N:11]([C:13]([O:15][CH2:16][C:17]2[CH:22]=[CH:21][CH:20]=[CH:19][CH:18]=2)=[O:14])[CH2:10]1.C(O)(=O)C.[CH:27](N)=[NH:28]. (5) The reactants are: [CH3:1][N:2](C(OC(C)(C)C)=O)[NH:3][C:4]([CH:6]1[CH2:12][CH2:11][CH:10]2[CH2:13][N:7]1[C:8](=[O:19])[N:9]2[O:14][S:15]([OH:18])(=[O:17])=[O:16])=[O:5].[Na].FC(F)(F)C(O)=O. Given the product [CH3:1][NH:2][NH:3][C:4]([CH:6]1[CH2:12][CH2:11][CH:10]2[CH2:13][N:7]1[C:8](=[O:19])[N:9]2[O:14][S:15]([OH:18])(=[O:17])=[O:16])=[O:5], predict the reactants needed to synthesize it. (6) Given the product [Cl:15][C:16]1[N:21]=[C:20]([NH:11][C:7]2[CH:8]=[C:9]([CH3:10])[C:4]([N:3]([CH2:1][CH3:2])[CH2:13][CH3:14])=[CH:5][C:6]=2[CH3:12])[CH:19]=[CH:18][N:17]=1, predict the reactants needed to synthesize it. The reactants are: [CH2:1]([N:3]([CH2:13][CH3:14])[C:4]1[C:9]([CH3:10])=[CH:8][C:7]([NH2:11])=[C:6]([CH3:12])[CH:5]=1)[CH3:2].[Cl:15][C:16]1[N:21]=[C:20](NC2C=CC(N(CC)CC)=CC=2C)[CH:19]=[CH:18][N:17]=1. (7) Given the product [CH2:11]([O:13][C:14]([C:15]1[S:7][C:6]([C:5]2[CH:9]=[CH:10][C:2]([F:1])=[CH:3][CH:4]=2)=[N:8][C:16]=1[CH3:17])=[O:20])[CH3:12], predict the reactants needed to synthesize it. The reactants are: [F:1][C:2]1[CH:10]=[CH:9][C:5]([C:6]([NH2:8])=[S:7])=[CH:4][CH:3]=1.[CH2:11]([O:13][C:14](=[O:20])[CH:15](Cl)[C:16](=O)[CH3:17])[CH3:12]. (8) The reactants are: [Br:1][C:2]1[CH:3]=[C:4]2[C:9](=[CH:10][C:11]=1[O:12][CH3:13])[N:8]=[N:7][C:6]([C:14]([NH2:16])=O)=[C:5]2[Cl:17].O=P(Cl)(Cl)Cl.C(N(CC)CC)C.C([O-])(O)=O.[Na+]. Given the product [Br:1][C:2]1[CH:3]=[C:4]2[C:9](=[CH:10][C:11]=1[O:12][CH3:13])[N:8]=[N:7][C:6]([C:14]#[N:16])=[C:5]2[Cl:17], predict the reactants needed to synthesize it. (9) Given the product [CH3:15][C:16]1[CH:23]=[CH:22][CH:21]=[CH:20][C:17]=1[CH2:18][O:13][CH2:12][CH2:11][OH:14], predict the reactants needed to synthesize it. The reactants are: C([Sn](=O)CCCC)CCC.[CH2:11]([OH:14])[CH2:12][OH:13].[CH3:15][C:16]1[CH:23]=[CH:22][CH:21]=[CH:20][C:17]=1[CH2:18]Br. (10) Given the product [C:1]([O:5][C:6](=[O:18])[NH:7][C:8]1[CH:13]=[CH:12][C:11]([CH:56]2[CH2:57][CH2:52]2)=[CH:10][C:9]=1[N+:15]([O-:17])=[O:16])([CH3:4])([CH3:3])[CH3:2], predict the reactants needed to synthesize it. The reactants are: [C:1]([O:5][C:6](=[O:18])[NH:7][C:8]1[CH:13]=[CH:12][C:11](I)=[CH:10][C:9]=1[N+:15]([O-:17])=[O:16])([CH3:4])([CH3:3])[CH3:2].C([O-])([O-])=O.[Na+].[Na+].C([O-])(O)=O.[Na+].[Li+].[Cl-].CCN(CC)CC.C1C=CC(P([C:52]2[CH:57]=[CH:56]C=CC=2)C2C=CC=CC=2)=CC=1.[I-].